Dataset: Peptide-MHC class I binding affinity with 185,985 pairs from IEDB/IMGT. Task: Regression. Given a peptide amino acid sequence and an MHC pseudo amino acid sequence, predict their binding affinity value. This is MHC class I binding data. (1) The binding affinity (normalized) is 0.823. The MHC is HLA-A02:03 with pseudo-sequence HLA-A02:03. The peptide sequence is FIKYVNGWV. (2) The peptide sequence is RPTHKPVTL. The MHC is HLA-A30:02 with pseudo-sequence HLA-A30:02. The binding affinity (normalized) is 0.213. (3) The peptide sequence is FTERSDKSY. The MHC is HLA-B58:01 with pseudo-sequence HLA-B58:01. The binding affinity (normalized) is 0.266. (4) The peptide sequence is QPAPQQGQL. The MHC is HLA-A02:01 with pseudo-sequence HLA-A02:01. The binding affinity (normalized) is 0.219. (5) The peptide sequence is GINPNMSCDD. The MHC is H-2-Kb with pseudo-sequence H-2-Kb. The binding affinity (normalized) is 0. (6) The peptide sequence is RMGAAVTPY. The MHC is HLA-A03:01 with pseudo-sequence HLA-A03:01. The binding affinity (normalized) is 0.488.